Dataset: Forward reaction prediction with 1.9M reactions from USPTO patents (1976-2016). Task: Predict the product of the given reaction. Given the reactants [N:1]1[CH:6]=[CH:5][C:4]([C:7](=O)[CH2:8][C:9]([O:11]CC)=O)=[N:3][CH:2]=1.N1C=[CH:19][C:18](C(=O)CC(OCC)=O)=[CH:17][CH:16]=1.Cl.NC1[C:36]([N:38]2[C:46](=[O:47])[C:45]3[C:40](=[CH:41][CH:42]=[CH:43][CH:44]=3)[C:39]2=[O:48])([CH3:37])[CH2:35][CH2:34]CN=1, predict the reaction product. The product is: [CH3:37][C:36]1([N:38]2[C:46](=[O:47])[C:45]3[C:40](=[CH:41][CH:42]=[CH:43][CH:44]=3)[C:39]2=[O:48])[C:35]2[CH:19]([C:9](=[O:11])[CH:8]=[C:7]([C:4]3[CH:5]=[CH:6][N:1]=[CH:2][N:3]=3)[CH:34]=2)[CH2:18][CH2:17][CH2:16]1.